This data is from Reaction yield outcomes from USPTO patents with 853,638 reactions. The task is: Predict the reaction yield, written as a fraction of the theoretical maximum amount of product (1.0 means a 100% yield; for example, 0.34 means a 34% yield). (1) The reactants are Cl[O-:2].[Na+].[OH-].[Na+].[C:6]([C:9]1[CH:18]=[CH:17][C:16]2[C:11](=[CH:12][CH:13]=[C:14]([Br:19])[CH:15]=2)[CH:10]=1)(=[O:8])C. The catalyst is O.O1CCOCC1. The product is [Br:19][C:14]1[CH:15]=[C:16]2[C:11](=[CH:12][CH:13]=1)[CH:10]=[C:9]([C:6]([OH:8])=[O:2])[CH:18]=[CH:17]2. The yield is 0.880. (2) The reactants are [CH3:1][O:2][CH2:3][C:4]1([N:17]([C:22]2[CH:27]=[CH:26][CH:25]=[CH:24][CH:23]=2)[C:18](=[O:21])[CH2:19][CH3:20])[CH2:9][CH2:8][N:7]([CH2:10][CH2:11][C:12]2[S:13][CH:14]=[CH:15][CH:16]=2)[CH2:6][CH2:5]1.O.[C:29]([OH:41])(=[O:40])[CH2:30][C:31]([CH2:36][C:37]([OH:39])=[O:38])([C:33]([OH:35])=[O:34])[OH:32]. The catalyst is CO. The product is [C:29]([OH:41])(=[O:40])[CH2:30][C:31]([CH2:36][C:37]([OH:39])=[O:38])([C:33]([OH:35])=[O:34])[OH:32].[CH3:1][O:2][CH2:3][C:4]1([N:17]([C:22]2[CH:27]=[CH:26][CH:25]=[CH:24][CH:23]=2)[C:18](=[O:21])[CH2:19][CH3:20])[CH2:5][CH2:6][N:7]([CH2:10][CH2:11][C:12]2[S:13][CH:14]=[CH:15][CH:16]=2)[CH2:8][CH2:9]1. The yield is 0.540. (3) The reactants are [Si:1]([O:8][CH2:9][C@@H:10]([N:14]([CH2:22][C:23](N(OC)C)=[O:24])[C:15](=[O:21])[O:16][C:17]([CH3:20])([CH3:19])[CH3:18])[C:11]([CH3:13])=[CH2:12])([C:4]([CH3:7])([CH3:6])[CH3:5])([CH3:3])[CH3:2].[Si](OC[C@@H](N(CC(=O)C(C)=C)C(=O)OC(C)(C)C)C=C)([C:32](C)([CH3:34])[CH3:33])(C)C.C([Mg]Br)=CC(=C)C. No catalyst specified. The product is [Si:1]([O:8][CH2:9][C@@H:10]([N:14]([CH2:22][C:23](=[O:24])[C:32]([CH3:34])=[CH2:33])[C:15](=[O:21])[O:16][C:17]([CH3:19])([CH3:20])[CH3:18])[C:11]([CH3:13])=[CH2:12])([C:4]([CH3:5])([CH3:7])[CH3:6])([CH3:3])[CH3:2]. The yield is 0.920. (4) The reactants are F[C:2]1[CH:11]=[C:10]2[C:5]([C:6](=[O:12])[NH:7][CH:8]=[N:9]2)=[CH:4][CH:3]=1.[CH3:13][N:14]1[CH2:19][CH2:18][N:17]([CH:20]2[CH2:25][CH2:24][NH:23][CH2:22][CH2:21]2)[CH2:16][CH2:15]1. No catalyst specified. The product is [CH3:13][N:14]1[CH2:19][CH2:18][N:17]([CH:20]2[CH2:25][CH2:24][N:23]([C:2]3[CH:11]=[C:10]4[C:5]([C:6](=[O:12])[NH:7][CH:8]=[N:9]4)=[CH:4][CH:3]=3)[CH2:22][CH2:21]2)[CH2:16][CH2:15]1. The yield is 0.610.